This data is from Forward reaction prediction with 1.9M reactions from USPTO patents (1976-2016). The task is: Predict the product of the given reaction. Given the reactants C(C1C=C2C(C3C=C(C=CC=3)CNC(C3C(=O)N(CC4C=CC(F)=C(F)C=4)C=CC=3)=O)=CNC2=NC=1)#N.[F:38][C:39]1[CH:40]=[C:41]([CH:63]=[CH:64][C:65]=1[F:66])[CH2:42][N:43]1[CH:48]=[CH:47][CH:46]=[C:45]([C:49]([NH:51][CH2:52][C:53]2[CH:54]=[C:55](B(O)O)[CH:56]=[CH:57][CH:58]=2)=[O:50])[C:44]1=[O:62].[B].[Br:68][C:69]1[CH:70]=[C:71]2[C:77](I)=[CH:76][NH:75][C:72]2=[N:73][CH:74]=1, predict the reaction product. The product is: [Br:68][C:69]1[CH:70]=[C:71]2[C:77]([C:55]3[CH:54]=[C:53]([CH:58]=[CH:57][CH:56]=3)[CH2:52][NH:51][C:49]([C:45]3[C:44](=[O:62])[N:43]([CH2:42][C:41]4[CH:63]=[CH:64][C:65]([F:66])=[C:39]([F:38])[CH:40]=4)[CH:48]=[CH:47][CH:46]=3)=[O:50])=[CH:76][NH:75][C:72]2=[N:73][CH:74]=1.